Dataset: Full USPTO retrosynthesis dataset with 1.9M reactions from patents (1976-2016). Task: Predict the reactants needed to synthesize the given product. (1) Given the product [CH2:60]([O:67][C:68]([NH:50][C:12]1[N:13]=[C:14]([C:22]2[CH:27]=[CH:26][C:25]([S:28][C:29]([CH3:33])([CH3:34])[C:30]([O:32][C:74]([CH3:80])([CH3:79])[CH3:75])=[O:31])=[CH:24][CH:23]=2)[N:15]([CH2:17][CH2:18][CH2:19][CH2:20][CH3:21])[CH:16]=1)=[O:71])[C:61]1[CH:66]=[CH:65][CH:64]=[CH:63][CH:62]=1, predict the reactants needed to synthesize it. The reactants are: CC1C=C(C)C=CC=1NC([C:12]1[N:13]=[C:14]([C:22]2[CH:27]=[CH:26][C:25]([S:28][C:29]([CH3:34])([CH3:33])[C:30]([O-:32])=[O:31])=[CH:24][CH:23]=2)[N:15]([CH2:17][CH2:18][CH2:19][CH2:20][CH3:21])[CH:16]=1)=O.[Na+].C1(P([N:50]=[N+]=[N-])(C2C=CC=CC=2)=O)C=CC=CC=1.C(N(CC)CC)C.[CH2:60]([OH:67])[C:61]1[CH:66]=[CH:65][CH:64]=[CH:63][CH:62]=1.[C:68](=[O:71])([O-])[O-].[Na+].[Na+].[C:74]1([CH3:80])[CH:79]=CC=C[CH:75]=1. (2) Given the product [C:16]([O:20][C:21]([N:23]1[CH2:24][CH:25]2[O:31][CH:29]([CH2:28][N:27]([CH2:2][CH2:3][NH:4][S:5]([C:8]3[CH:13]=[CH:12][C:11]([C:14]#[N:15])=[CH:10][CH:9]=3)(=[O:7])=[O:6])[CH2:26]2)[CH2:30]1)=[O:22])([CH3:19])([CH3:17])[CH3:18], predict the reactants needed to synthesize it. The reactants are: Br[CH2:2][CH2:3][NH:4][S:5]([C:8]1[CH:13]=[CH:12][C:11]([C:14]#[N:15])=[CH:10][CH:9]=1)(=[O:7])=[O:6].[C:16]([O:20][C:21]([N:23]1[CH2:30][CH:29]2[O:31][CH:25]([CH2:26][NH:27][CH2:28]2)[CH2:24]1)=[O:22])([CH3:19])([CH3:18])[CH3:17].C(=O)([O-])[O-].[K+].[K+]. (3) Given the product [NH2:22][C:23]1[CH:24]=[C:25]([OH:33])[C:26](=[CH:31][CH:32]=1)[C:27]([O:29][CH3:30])=[O:28], predict the reactants needed to synthesize it. The reactants are: NC1C=C(O)C(=CC=1)C(O)=O.S(=O)(=O)(O)O.S(=O)(=O)(O)O.[NH2:22][C:23]1[CH:24]=[C:25]([OH:33])[C:26](=[CH:31][CH:32]=1)[C:27]([O:29][CH3:30])=[O:28]. (4) Given the product [CH3:31][C:18]1[CH:17]=[C:16]([CH2:14][N:10]2[CH2:11][CH2:12][CH2:13][CH:8]([C:2]3[CH:7]=[CH:6][CH:5]=[CH:4][CH:3]=3)[CH2:9]2)[CH:30]=[CH:29][C:19]=1[O:20][C:21]1[CH:28]=[CH:27][C:24]([C:25]#[N:26])=[CH:23][N:22]=1, predict the reactants needed to synthesize it. The reactants are: Cl.[C:2]1([CH:8]2[CH2:13][CH2:12][CH2:11][NH:10][CH2:9]2)[CH:7]=[CH:6][CH:5]=[CH:4][CH:3]=1.[CH:14]([C:16]1[CH:30]=[CH:29][C:19]([O:20][C:21]2[CH:28]=[CH:27][C:24]([C:25]#[N:26])=[CH:23][N:22]=2)=[C:18]([CH3:31])[CH:17]=1)=O.C(O[BH-](OC(=O)C)OC(=O)C)(=O)C.[Na+].C(O)(=O)C.